From a dataset of Forward reaction prediction with 1.9M reactions from USPTO patents (1976-2016). Predict the product of the given reaction. (1) Given the reactants [CH2:1]([C:3]1[C:11]2[N:10]=[CH:9][NH:8][C:7]=2[CH:6]=[CH:5][C:4]=1[C:12]#[N:13])[CH3:2].[O:14]1[CH2:19][CH2:18][CH2:17][CH2:16][CH2:15]1.C1(C)C=CC(S([O-])(=O)=O)=CC=1.[NH+]1C=CC=CC=1, predict the reaction product. The product is: [CH2:1]([C:3]1[C:11]2[N:10]=[CH:9][N:8]([CH:15]3[CH2:16][CH2:17][CH2:18][CH2:19][O:14]3)[C:7]=2[CH:6]=[CH:5][C:4]=1[C:12]#[N:13])[CH3:2]. (2) Given the reactants [CH2:1]=[CH:2][CH2:3][CH2:4][CH2:5][CH2:6][CH2:7][CH2:8][CH2:9][CH3:10].[OH2:11].OO, predict the reaction product. The product is: [CH2:1]1[O:11][CH:2]1[CH2:3][CH2:4][CH2:5][CH2:6][CH2:7][CH2:8][CH2:9][CH3:10]. (3) Given the reactants C(N(C(C)C)CC)(C)C.C1C=CC2N(O)N=NC=2C=1.Cl.[NH2:21][N:22]1[CH2:27][CH2:26][CH2:25][CH:24]([C:28]2[CH:33]=[C:32]([F:34])[C:31]([F:35])=[C:30]([F:36])[CH:29]=2)[C:23]1=[O:37].[CH3:38][O:39][C:40]1[CH:41]=[C:42](/[CH:52]=[CH:53]/[C:54](O)=[O:55])[CH:43]=[CH:44][C:45]=1[N:46]1[CH:50]=[C:49]([CH3:51])[N:48]=[CH:47]1.O.C(=O)(O)[O-].[Na+], predict the reaction product. The product is: [CH3:38][O:39][C:40]1[CH:41]=[C:42](/[CH:52]=[CH:53]/[C:54]([NH:21][N:22]2[CH2:27][CH2:26][CH2:25][CH:24]([C:28]3[CH:29]=[C:30]([F:36])[C:31]([F:35])=[C:32]([F:34])[CH:33]=3)[C:23]2=[O:37])=[O:55])[CH:43]=[CH:44][C:45]=1[N:46]1[CH:50]=[C:49]([CH3:51])[N:48]=[CH:47]1. (4) Given the reactants [CH3:1][C:2]([CH3:4])=[O:3].[C:5]1([CH3:11])[CH:10]=[CH:9][CH:8]=[CH:7][CH:6]=1, predict the reaction product. The product is: [C:5]1([CH3:11])[CH:10]=[CH:9][CH:8]=[CH:7][CH:6]=1.[CH3:1][C:2]([CH3:4])=[O:3].